This data is from Full USPTO retrosynthesis dataset with 1.9M reactions from patents (1976-2016). The task is: Predict the reactants needed to synthesize the given product. (1) Given the product [CH:14]1([N:18]2[CH2:23][CH2:22][N:21]([C:24]([C@H:26]3[CH2:30][CH2:29][N:28]([C:2]4[CH:7]=[CH:6][C:5]([C:8]5[O:12][N:11]=[C:10]([CH3:13])[N:9]=5)=[CH:4][CH:3]=4)[CH2:27]3)=[O:25])[CH2:20][CH2:19]2)[CH2:17][CH2:16][CH2:15]1, predict the reactants needed to synthesize it. The reactants are: Br[C:2]1[CH:7]=[CH:6][C:5]([C:8]2[O:12][N:11]=[C:10]([CH3:13])[N:9]=2)=[CH:4][CH:3]=1.[CH:14]1([N:18]2[CH2:23][CH2:22][N:21]([C:24]([C@H:26]3[CH2:30][CH2:29][NH:28][CH2:27]3)=[O:25])[CH2:20][CH2:19]2)[CH2:17][CH2:16][CH2:15]1. (2) Given the product [OH:2][C:1]1[CH:8]=[CH:7][C:5]([O:6][C:12]2[CH:19]=[CH:18][C:15]([C:16]#[N:17])=[CH:14][C:13]=2[N+:20]([O-:22])=[O:21])=[CH:4][CH:3]=1, predict the reactants needed to synthesize it. The reactants are: [C:1]1([CH:8]=[CH:7][C:5]([OH:6])=[CH:4][CH:3]=1)[OH:2].[OH-].[K+].Cl[C:12]1[CH:19]=[CH:18][C:15]([C:16]#[N:17])=[CH:14][C:13]=1[N+:20]([O-:22])=[O:21].Cl. (3) Given the product [F:40][C:37]1[CH:38]=[CH:39][C:19]([NH:18][C:17]2[C:12]3[C:11]([CH3:42])=[C:10]([C:7]([NH2:8])=[O:9])[S:41][C:13]=3[N:14]=[CH:15][N:16]=2)=[C:20]([O:21][C@H:22]2[CH2:23][C@@H:24]([CH2:31][OH:32])[N:25]([S:27]([CH3:30])(=[O:29])=[O:28])[CH2:26]2)[CH:36]=1, predict the reactants needed to synthesize it. The reactants are: C(=O)([O-])[O-].[K+].[K+].[C:7]([C:10]1[S:41][C:13]2[N:14]=[CH:15][N:16]=[C:17]([NH:18][C:19]3[CH:39]=[CH:38][C:37]([F:40])=[CH:36][C:20]=3[O:21][C@@H:22]3[CH2:26][N:25]([S:27]([CH3:30])(=[O:29])=[O:28])[C@H:24]([CH2:31][O:32]C(=O)C)[CH2:23]3)[C:12]=2[C:11]=1[CH3:42])(=[O:9])[NH2:8].OS([O-])(=O)=O.[K+]. (4) Given the product [OH:1][C@:2]1([C:16]2[S:17][C:18]([C:21]3[CH:26]=[C:25]([CH3:27])[CH:24]=[C:23]([NH:28][C:29]4[CH:34]=[C:33]([CH:35]5[CH2:40][CH2:39][CH2:38][CH:37]([CH3:41])[CH2:36]5)[CH:32]=[CH:31][N:30]=4)[N:22]=3)=[CH:19][N:20]=2)[CH2:11][CH2:10][CH2:9][C:8]2[CH:7]=[C:6]([C:12]([OH:14])=[O:13])[CH:5]=[CH:4][C:3]1=2, predict the reactants needed to synthesize it. The reactants are: [OH:1][C@:2]1([C:16]2[S:17][C:18]([C:21]3[CH:26]=[C:25]([CH3:27])[CH:24]=[C:23]([NH:28][C:29]4[CH:34]=[C:33]([CH:35]5[CH2:40][CH2:39][CH2:38][CH:37]([CH3:41])[CH2:36]5)[CH:32]=[CH:31][N:30]=4)[N:22]=3)=[CH:19][N:20]=2)[CH2:11][CH2:10][CH2:9][C:8]2[CH:7]=[C:6]([C:12]([O:14]C)=[O:13])[CH:5]=[CH:4][C:3]1=2.[OH-].[Na+]. (5) Given the product [Cl:1][C:2]1[CH:3]=[C:4]2[C:9](=[CH:10][CH:11]=1)[N:8]=[C:7]([NH:12][C:13]([N:29]1[CH2:30][CH2:31][N:26]([C:21]3[CH:22]=[CH:23][CH:24]=[CH:25][N:20]=3)[CH2:27][CH2:28]1)=[O:17])[C:6]([O:18][CH3:19])=[N:5]2, predict the reactants needed to synthesize it. The reactants are: [Cl:1][C:2]1[CH:3]=[C:4]2[C:9](=[CH:10][CH:11]=1)[N:8]=[C:7]([NH:12][C:13](=[O:17])OCC)[C:6]([O:18][CH3:19])=[N:5]2.[N:20]1[CH:25]=[CH:24][CH:23]=[CH:22][C:21]=1[N:26]1[CH2:31][CH2:30][NH:29][CH2:28][CH2:27]1. (6) Given the product [CH2:1]([O:8][C:9]1[CH:14]=[CH:13][C:12]([CH2:15][C@H:16]([NH:21][CH3:22])[CH2:17][CH2:18][OH:19])=[CH:11][CH:10]=1)[C:2]1[CH:3]=[CH:4][CH:5]=[CH:6][CH:7]=1, predict the reactants needed to synthesize it. The reactants are: [CH2:1]([O:8][C:9]1[CH:14]=[CH:13][C:12]([CH2:15][C@H:16]([NH:21][C:22](OC)=O)[CH2:17][C:18](O)=[O:19])=[CH:11][CH:10]=1)[C:2]1[CH:7]=[CH:6][CH:5]=[CH:4][CH:3]=1.[H-].[H-].[H-].[H-].[Li+].[Al+3]. (7) Given the product [N:19]1([CH2:18][C:15]2[CH:16]=[CH:17][C:12]([CH2:11][N:9]3[CH:8]=[C:7]4[C:2]([NH:35][CH2:34][C:31]5[CH:32]=[CH:33][C:27]6[S:26][C:25]([Cl:24])=[CH:29][C:28]=6[CH:30]=5)=[N:3][CH:4]=[CH:5][C:6]4=[N:10]3)=[CH:13][CH:14]=2)[CH:23]=[CH:22][CH:21]=[N:20]1, predict the reactants needed to synthesize it. The reactants are: Cl[C:2]1[C:7]2=[CH:8][N:9]([CH2:11][C:12]3[CH:17]=[CH:16][C:15]([CH2:18][N:19]4[CH:23]=[CH:22][CH:21]=[N:20]4)=[CH:14][CH:13]=3)[N:10]=[C:6]2[CH:5]=[CH:4][N:3]=1.[Cl:24][C:25]1[S:26][C:27]2[CH:33]=[CH:32][C:31]([CH2:34][NH2:35])=[CH:30][C:28]=2[CH:29]=1.C(N(C(C)C)CC)(C)C. (8) Given the product [F:1][C:2]([F:29])([F:30])[C:3]1[CH:4]=[C:5]([CH:22]=[C:23]([C:25]([F:28])([F:27])[F:26])[CH:24]=1)[CH2:6][N:7]([CH3:31])[C:8]([C:10]1[C:11]([C:16]2[CH:21]=[CH:20][CH:19]=[CH:18][CH:17]=2)=[CH:12][CH:13]=[CH:14][CH:15]=1)=[O:9], predict the reactants needed to synthesize it. The reactants are: [F:1][C:2]([F:30])([F:29])[C:3]1[CH:4]=[C:5]([CH:22]=[C:23]([C:25]([F:28])([F:27])[F:26])[CH:24]=1)[CH2:6][NH:7][C:8]([C:10]1[C:11]([C:16]2[CH:21]=[CH:20][CH:19]=[CH:18][CH:17]=2)=[CH:12][CH:13]=[CH:14][CH:15]=1)=[O:9].[CH3:31]N(C)C=O.CI.O.